Dataset: Peptide-MHC class I binding affinity with 185,985 pairs from IEDB/IMGT. Task: Regression. Given a peptide amino acid sequence and an MHC pseudo amino acid sequence, predict their binding affinity value. This is MHC class I binding data. (1) The peptide sequence is SSMNSFLLY. The MHC is HLA-B57:01 with pseudo-sequence HLA-B57:01. The binding affinity (normalized) is 0.477. (2) The peptide sequence is IYWTIVKPGDI. The MHC is HLA-A30:02 with pseudo-sequence HLA-A30:02. The binding affinity (normalized) is 0. (3) The peptide sequence is TVLEFILQK. The MHC is HLA-A26:02 with pseudo-sequence HLA-A26:02. The binding affinity (normalized) is 0.0847. (4) The peptide sequence is QPQYSQPQQPI. The MHC is Mamu-B17 with pseudo-sequence Mamu-B17. The binding affinity (normalized) is 0. (5) The peptide sequence is MAAAKTPVIV. The MHC is HLA-A02:01 with pseudo-sequence HLA-A02:01. The binding affinity (normalized) is 0.164. (6) The peptide sequence is DAAARVTAI. The MHC is Patr-B0101 with pseudo-sequence Patr-B0101. The binding affinity (normalized) is 0.316. (7) The MHC is HLA-B35:01 with pseudo-sequence HLA-B35:01. The binding affinity (normalized) is 0. The peptide sequence is TLALEVAQQK. (8) The peptide sequence is SMRFESSPH. The MHC is HLA-B07:02 with pseudo-sequence HLA-B07:02. The binding affinity (normalized) is 0.206. (9) The peptide sequence is KIDFLFFII. The MHC is HLA-A32:01 with pseudo-sequence HLA-A32:01. The binding affinity (normalized) is 0.937.